The task is: Predict the product of the given reaction.. This data is from Forward reaction prediction with 1.9M reactions from USPTO patents (1976-2016). (1) Given the reactants [CH3:1][C:2]1[N:6]([CH2:7][C:8]2[CH:13]=[CH:12][C:11]([CH3:14])=[CH:10][CH:9]=2)[N:5]=[C:4]([C:15]2[O:16][CH2:17][CH:18]([C:20]3[CH:25]=[CH:24][CH:23]=[CH:22][CH:21]=3)[N:19]=2)[CH:3]=1.ClC1C(=O)C(C#N)=C(C#N)C(=O)C=1Cl, predict the reaction product. The product is: [CH3:1][C:2]1[N:6]([CH2:7][C:8]2[CH:9]=[CH:10][C:11]([CH3:14])=[CH:12][CH:13]=2)[N:5]=[C:4]([C:15]2[O:16][CH:17]=[C:18]([C:20]3[CH:25]=[CH:24][CH:23]=[CH:22][CH:21]=3)[N:19]=2)[CH:3]=1. (2) Given the reactants O=[C:2]([C:17]1[CH:22]=[CH:21][CH:20]=[CH:19][CH:18]=1)[CH2:3][NH:4][C:5]([CH:7]1[CH2:12][CH:11]([CH3:13])[CH2:10][CH2:9][CH:8]1[CH:14]([CH3:16])[CH3:15])=[O:6].N.[BH3-]C#[N:26].[Na+].C([O-])(O)=O.[Na+], predict the reaction product. The product is: [NH2:26][CH:2]([C:17]1[CH:22]=[CH:21][CH:20]=[CH:19][CH:18]=1)[CH2:3][NH:4][C:5]([CH:7]1[CH2:12][CH:11]([CH3:13])[CH2:10][CH2:9][CH:8]1[CH:14]([CH3:16])[CH3:15])=[O:6].